The task is: Regression. Given a peptide amino acid sequence and an MHC pseudo amino acid sequence, predict their binding affinity value. This is MHC class I binding data.. This data is from Peptide-MHC class I binding affinity with 185,985 pairs from IEDB/IMGT. (1) The peptide sequence is GFNTLKPIFK. The MHC is HLA-A11:01 with pseudo-sequence HLA-A11:01. The binding affinity (normalized) is 0.569. (2) The peptide sequence is YGAAGHLPK. The MHC is HLA-A68:01 with pseudo-sequence HLA-A68:01. The binding affinity (normalized) is 0.193. (3) The peptide sequence is FLQQSIFRF. The MHC is HLA-A69:01 with pseudo-sequence HLA-A69:01. The binding affinity (normalized) is 0.0847. (4) The peptide sequence is YSDRRWCFD. The MHC is HLA-A01:01 with pseudo-sequence HLA-A01:01. The binding affinity (normalized) is 0.355. (5) The MHC is HLA-A69:01 with pseudo-sequence HLA-A69:01. The peptide sequence is NSSYWRQGY. The binding affinity (normalized) is 0.0847. (6) The peptide sequence is QSPGGLDKGL. The MHC is Mamu-A02 with pseudo-sequence Mamu-A02. The binding affinity (normalized) is 0.